From a dataset of Reaction yield outcomes from USPTO patents with 853,638 reactions. Predict the reaction yield, written as a fraction of the theoretical maximum amount of product (1.0 means a 100% yield; for example, 0.34 means a 34% yield). The reactants are [C:1]([C:3]1[CH:34]=[CH:33][C:6]([CH2:7][N:8]([CH2:25][C:26]2[CH:31]=[CH:30][C:29]([OH:32])=[CH:28][CH:27]=2)[C:9]2[C:10]([CH3:24])=[C:11]([N:15]([S:20]([CH3:23])(=[O:22])=[O:21])[S:16]([CH3:19])(=[O:18])=[O:17])[CH:12]=[CH:13][CH:14]=2)=[CH:5][CH:4]=1)#[N:2].[N+:35]([C:38]1[CH:43]=[CH:42][C:41](B(O)O)=[CH:40][C:39]=1[O:47][CH2:48][CH2:49][C:50]1[CH:51]=[N:52][CH:53]=[CH:54][CH:55]=1)([O-:37])=[O:36].N1C=CC=CC=1.C(N(CC)CC)C. The catalyst is C(Cl)Cl.CC([O-])=O.CC([O-])=O.[Cu+2].O. The product is [C:1]([C:3]1[CH:4]=[CH:5][C:6]([CH2:7][N:8]([CH2:25][C:26]2[CH:27]=[CH:28][C:29]([O:32][C:41]3[CH:42]=[CH:43][C:38]([N+:35]([O-:37])=[O:36])=[C:39]([O:47][CH2:48][CH2:49][C:50]4[CH:51]=[N:52][CH:53]=[CH:54][CH:55]=4)[CH:40]=3)=[CH:30][CH:31]=2)[C:9]2[C:10]([CH3:24])=[C:11]([N:15]([S:20]([CH3:23])(=[O:21])=[O:22])[S:16]([CH3:19])(=[O:18])=[O:17])[CH:12]=[CH:13][CH:14]=2)=[CH:33][CH:34]=1)#[N:2]. The yield is 0.420.